Dataset: Full USPTO retrosynthesis dataset with 1.9M reactions from patents (1976-2016). Task: Predict the reactants needed to synthesize the given product. (1) Given the product [Cl:39][C:33]1[C:32]([CH3:40])=[C:31]([NH:30][C@@H:10]([C:11]2[O:12][C:13]([C:16]3[CH:21]=[CH:20][CH:19]=[C:18]([OH:22])[CH:17]=3)=[N:14][N:15]=2)[C@H:9]([OH:8])[CH3:41])[CH:38]=[CH:37][C:34]=1[C:35]#[N:36], predict the reactants needed to synthesize it. The reactants are: [Si]([O:8][C@H:9]([CH3:41])[C@@H:10]([NH:30][C:31]1[CH:38]=[CH:37][C:34]([C:35]#[N:36])=[C:33]([Cl:39])[C:32]=1[CH3:40])[C:11]1[O:12][C:13]([C:16]2[CH:21]=[CH:20][CH:19]=[C:18]([O:22][Si](C(C)(C)C)(C)C)[CH:17]=2)=[N:14][N:15]=1)(C(C)(C)C)(C)C.[F-].C([N+](CCCC)(CCCC)CCCC)CCC. (2) Given the product [NH2:2][CH2:1][C:3]1[CH:4]=[C:5]2[C:9](=[CH:10][CH:11]=1)[CH2:8][N:7]([C:12]([NH:14][C:15]1[CH:20]=[CH:19][C:18]([C:21](=[O:26])[NH:22][CH2:23][CH2:24][CH3:25])=[CH:17][CH:16]=1)=[O:13])[CH2:6]2, predict the reactants needed to synthesize it. The reactants are: [C:1]([C:3]1[CH:4]=[C:5]2[C:9](=[CH:10][CH:11]=1)[CH2:8][N:7]([C:12]([NH:14][C:15]1[CH:20]=[CH:19][C:18]([C:21](=[O:26])[NH:22][CH2:23][CH2:24][CH3:25])=[CH:17][CH:16]=1)=[O:13])[CH2:6]2)#[N:2].N.CO.O1CCCC1.CO. (3) Given the product [CH3:1][O:2][C:3](=[O:20])[CH:4]([O:6][C:7]1[CH:12]=[CH:11][C:10]([NH:13][C:14]([O:16][CH2:17][CH2:18][O:19][C:34](=[O:35])[NH:33][C:30]2[CH:29]=[CH:28][C:27]([O:26][CH:24]([C:23]([O:22][CH3:21])=[O:36])[CH3:25])=[CH:32][CH:31]=2)=[O:15])=[CH:9][CH:8]=1)[CH3:5], predict the reactants needed to synthesize it. The reactants are: [CH3:1][O:2][C:3](=[O:20])[CH:4]([O:6][C:7]1[CH:12]=[CH:11][C:10]([NH:13][C:14]([O:16][CH2:17][CH2:18][OH:19])=[O:15])=[CH:9][CH:8]=1)[CH3:5].[CH3:21][O:22][C:23](=[O:36])[CH:24]([O:26][C:27]1[CH:32]=[CH:31][C:30]([N:33]=[C:34]=[O:35])=[CH:29][CH:28]=1)[CH3:25]. (4) Given the product [C:1]([CH:4]([CH2:9][CH2:10][CH2:11][CH2:12][CH2:13][CH3:14])[C:5]([OH:7])=[O:6])(=[O:3])[CH3:2], predict the reactants needed to synthesize it. The reactants are: [C:1]([CH:4]([CH2:9][CH2:10][CH2:11][CH2:12][CH2:13][CH3:14])[C:5]([O:7]C)=[O:6])(=[O:3])[CH3:2].[OH-].[K+]. (5) Given the product [NH2:49][C:45]1[N:44]=[C:43]([C:40]2[S:39][C:38]3[CH:50]=[CH:51][C:35]([NH:34][C:30]4[CH:29]=[C:28]([OH:27])[CH:33]=[N:32][CH:31]=4)=[CH:36][C:37]=3[C:41]=2[CH3:42])[CH:48]=[CH:47][N:46]=1, predict the reactants needed to synthesize it. The reactants are: NC1N=C(C2SC3C=CC(OC4C=C(O)C=CC=4)=CC=3C=2C)C=CN=1.C[O:27][C:28]1[CH:29]=[C:30]([NH:34][C:35]2[CH:51]=[CH:50][C:38]3[S:39][C:40]([C:43]4[CH:48]=[CH:47][N:46]=[C:45]([NH2:49])[N:44]=4)=[C:41]([CH3:42])[C:37]=3[CH:36]=2)[CH:31]=[N:32][CH:33]=1.COC1C=C(C=CC=1)OC1C=CC2SC(C3C=CN=C(N)N=3)=C(C)C=2C=1. (6) The reactants are: [F:1][C:2]([F:19])([F:18])[C:3](=[O:17])[CH2:4][C:5]([C:8]1[CH:13]=[C:12]([F:14])[CH:11]=[CH:10][C:9]=1[O:15][CH3:16])([CH3:7])[CH3:6].[CH2:20]([Mg]Cl)[C:21]1[CH:26]=[CH:25][CH:24]=[CH:23][CH:22]=1. Given the product [CH2:20]([C:3]([OH:17])([CH2:4][C:5]([C:8]1[CH:13]=[C:12]([F:14])[CH:11]=[CH:10][C:9]=1[O:15][CH3:16])([CH3:7])[CH3:6])[C:2]([F:1])([F:18])[F:19])[C:21]1[CH:26]=[CH:25][CH:24]=[CH:23][CH:22]=1, predict the reactants needed to synthesize it. (7) Given the product [F:27][C:2]([F:1])([F:26])[C:3]([NH:5][CH2:6][C:7]1[CH:12]=[CH:11][C:10]([CH2:13][CH2:14][CH2:15][CH2:16][CH2:17][O:18][C:19]2[CH:20]=[CH:21][C:22]([F:25])=[CH:23][CH:24]=2)=[CH:9][CH:8]=1)=[O:4], predict the reactants needed to synthesize it. The reactants are: [F:1][C:2]([F:27])([F:26])[C:3]([NH:5][CH2:6][C:7]1[CH:12]=[CH:11][C:10]([C:13]#[C:14][CH2:15][CH2:16][CH2:17][O:18][C:19]2[CH:24]=[CH:23][C:22]([F:25])=[CH:21][CH:20]=2)=[CH:9][CH:8]=1)=[O:4]. (8) Given the product [CH3:19][C@H:17]1[CH2:16][N:15]([CH2:2][CH2:3][CH2:4][OH:5])[CH2:14][C@@H:13]([CH3:12])[O:18]1, predict the reactants needed to synthesize it. The reactants are: Cl[CH2:2][CH2:3][CH2:4][OH:5].C(=O)([O-])[O-].[K+].[K+].[CH3:12][CH:13]1[O:18][CH:17]([CH3:19])[CH2:16][NH:15][CH2:14]1. (9) Given the product [CH2:15]([O:17][C:18](=[O:19])[C:20]1[CH:25]=[C:24]([C:26]#[N:27])[C:23]([O:28][S:10]([CH3:13])(=[O:12])=[O:11])=[N:22][C:21]=1[CH2:29][O:30][CH2:31][C:32]1[CH:37]=[CH:36][C:35]([O:38][CH3:39])=[C:34]([O:40][CH3:41])[CH:33]=1)[CH3:16], predict the reactants needed to synthesize it. The reactants are: CCN(C(C)C)C(C)C.[S:10](Cl)([CH3:13])(=[O:12])=[O:11].[CH2:15]([O:17][C:18]([C:20]1[CH:25]=[C:24]([C:26]#[N:27])[C:23](=[O:28])[NH:22][C:21]=1[CH2:29][O:30][CH2:31][C:32]1[CH:37]=[CH:36][C:35]([O:38][CH3:39])=[C:34]([O:40][CH3:41])[CH:33]=1)=[O:19])[CH3:16]. (10) Given the product [NH2:1][C:2]1[CH:7]=[CH:6][CH:5]=[C:4]([NH:8][C:27]([NH:26][C:20]2[CH:21]=[CH:22][C:23]([Cl:25])=[CH:24][C:19]=2[Cl:18])=[S:28])[C:3]=1[NH:9][CH2:10][CH:11]([OH:17])[CH2:12][C:13]([O:15][CH3:16])=[O:14], predict the reactants needed to synthesize it. The reactants are: [NH2:1][C:2]1[CH:7]=[CH:6][CH:5]=[C:4]([NH2:8])[C:3]=1[NH:9][CH2:10][CH:11]([OH:17])[CH2:12][C:13]([O:15][CH3:16])=[O:14].[Cl:18][C:19]1[CH:24]=[C:23]([Cl:25])[CH:22]=[CH:21][C:20]=1[N:26]=[C:27]=[S:28].